Predict the reaction yield, written as a fraction of the theoretical maximum amount of product (1.0 means a 100% yield; for example, 0.34 means a 34% yield). From a dataset of Reaction yield outcomes from USPTO patents with 853,638 reactions. (1) The reactants are C(#N)C.[CH3:4][C:5]1[CH:10]=[CH:9][C:8]([OH:11])=[CH:7][C:6]=1[S:12][CH2:13][C:14]([F:17])([F:16])[F:15].Br[CH2:19][CH2:20][CH2:21][CH2:22][CH2:23][Cl:24].C(=O)([O-])[O-].[K+].[K+]. The catalyst is [Br-].C([N+](CCCC)(CCCC)CCCC)CCC.C(OCC)(=O)C.CCCCCC. The product is [Cl:24][CH2:23][CH2:22][CH2:21][CH2:20][CH2:19][O:11][C:8]1[CH:9]=[CH:10][C:5]([CH3:4])=[C:6]([S:12][CH2:13][C:14]([F:15])([F:17])[F:16])[CH:7]=1. The yield is 0.790. (2) The reactants are [F:1][C:2]1[CH:7]=[CH:6][CH:5]=[CH:4][C:3]=1[C:8]1[N:13]=[CH:12][C:11]([CH2:14][CH2:15][C:16]([OH:18])=O)=[CH:10][CH:9]=1.S(Cl)([Cl:21])=O. No catalyst specified. The product is [ClH:21].[F:1][C:2]1[CH:7]=[CH:6][CH:5]=[CH:4][C:3]=1[C:8]1[N:13]=[CH:12][C:11]([CH2:14][CH2:15][C:16]([Cl:21])=[O:18])=[CH:10][CH:9]=1. The yield is 1.00. (3) The reactants are O.[NH2:2][NH2:3].[CH2:4]([O:11][C:12]([NH:14][C@H:15]1[CH2:18][C@H:17]([C:19]([O:21]C)=O)[CH2:16]1)=[O:13])[C:5]1[CH:10]=[CH:9][CH:8]=[CH:7][CH:6]=1. The catalyst is CO. The product is [CH2:4]([O:11][C:12](=[O:13])[NH:14][C@H:15]1[CH2:18][C@H:17]([C:19]([NH:2][NH2:3])=[O:21])[CH2:16]1)[C:5]1[CH:10]=[CH:9][CH:8]=[CH:7][CH:6]=1. The yield is 0.760. (4) The reactants are [CH3:1][O:2][C:3]1[CH:13]=[CH:12][CH:11]=[C:5]2[C:6]([NH:8][C:9](=O)[C:4]=12)=O.B.CO.Cl. The catalyst is O1CCCC1. The product is [CH3:1][O:2][C:3]1[CH:13]=[CH:12][CH:11]=[C:5]2[C:4]=1[CH2:9][NH:8][CH2:6]2. The yield is 0.590. (5) The reactants are [NH2:1][C:2]1[N:7]=[C:6]([C:8]2[CH:13]=[C:12]([Br:14])[CH:11]=[CH:10][C:9]=2[OH:15])[CH:5]=[C:4](Cl)[N:3]=1.[Cl:17][C:18]1[CH:23]=[CH:22][C:21]([NH2:24])=[CH:20][CH:19]=1. No catalyst specified. The product is [NH2:1][C:2]1[N:7]=[C:6]([C:8]2[CH:13]=[C:12]([Br:14])[CH:11]=[CH:10][C:9]=2[OH:15])[CH:5]=[C:4]([NH:24][C:21]2[CH:22]=[CH:23][C:18]([Cl:17])=[CH:19][CH:20]=2)[N:3]=1. The yield is 0.640. (6) The catalyst is ClCCCl. The reactants are [CH3:1][C:2]1[N:6]2[CH2:7][CH2:8][N:9]([C:11]([O:13][CH2:14][C:15]3[CH:20]=[CH:19][CH:18]=[CH:17][CH:16]=3)=[O:12])[CH2:10][C:5]2=[N:4][CH:3]=1.C1C(=O)N([I:28])C(=O)C1.S([O-])([O-])(=O)=S.[Na+].[Na+]. The product is [CH2:14]([O:13][C:11]([N:9]1[CH2:8][CH2:7][N:6]2[C:2]([CH3:1])=[C:3]([I:28])[N:4]=[C:5]2[CH2:10]1)=[O:12])[C:15]1[CH:20]=[CH:19][CH:18]=[CH:17][CH:16]=1. The yield is 0.890. (7) The reactants are [OH:1][C:2]1[CH:7]=[CH:6][C:5]([S:8]([NH:11][CH3:12])(=[O:10])=[O:9])=[CH:4][CH:3]=1.C(N(CC)CC)C.[Cl:20][C:21]1[C:26]([C:27](Cl)=[O:28])=[C:25]([Cl:30])[N:24]=[CH:23][N:22]=1. The catalyst is O1CCCC1.ClCCl. The product is [Cl:20][C:21]1[C:26]([C:27]([O:1][C:2]2[CH:7]=[CH:6][C:5]([S:8](=[O:10])(=[O:9])[NH:11][CH3:12])=[CH:4][CH:3]=2)=[O:28])=[C:25]([Cl:30])[N:24]=[CH:23][N:22]=1. The yield is 0.910.